Dataset: Forward reaction prediction with 1.9M reactions from USPTO patents (1976-2016). Task: Predict the product of the given reaction. (1) The product is: [NH2:9][C:3]1[N:4]=[CH:5][N:6]=[C:7]([NH:10][CH2:11][C:12]2([OH:25])[CH2:13][CH2:14][N:15]([C:18](=[O:20])[CH:42]=[CH2:43])[CH2:16][CH2:17]2)[C:2]=1[C:30]1[CH:31]=[CH:32][C:27]([O:26][C:33]2[CH:38]=[CH:37][CH:36]=[CH:35][CH:34]=2)=[CH:28][CH:29]=1. Given the reactants Cl[C:2]1[C:3]([NH2:9])=[N:4][CH:5]=[N:6][C:7]=1Cl.[NH2:10][CH2:11][C:12]1([OH:25])[CH2:17][CH2:16][N:15]([C:18]([O:20]C(C)(C)C)=O)[CH2:14][CH2:13]1.[O:26]([C:33]1[CH:38]=[CH:37][C:36](B(O)O)=[CH:35][CH:34]=1)[C:27]1[CH:32]=[CH:31][CH:30]=[CH:29][CH:28]=1.[C:42](Cl)(=O)[CH:43]=C, predict the reaction product. (2) Given the reactants [BrH:1].C([C:4]1[CH:13]=[CH:12][CH:11]=CC=1N(CC)C)C.[Br-].[Na+].N(O[CH2:19][CH2:20][CH2:21][CH2:22][CH3:23])=O.Cl[C:25]1[CH:30]=CC=CC=1Cl, predict the reaction product. The product is: [Br:1][C:19]1[C:13]([CH2:12][CH3:11])=[CH:4][C:22]([CH3:23])=[CH:21][C:20]=1[CH2:30][CH3:25]. (3) Given the reactants Cl[C:2]1[CH:10]=[CH:9][C:5]([C:6](Cl)=[O:7])=[CH:4][CH:3]=1.[Cl-:11].[Al+3].[Cl-].[Cl-].[CH2:15]([O:17][C:18]([C:20]1[C:24]([CH2:25][CH3:26])=[CH:23][N:22]([CH3:27])[C:21]=1[CH2:28][C:29]([O:31][CH2:32][CH3:33])=[O:30])=[O:19])[CH3:16], predict the reaction product. The product is: [Cl:11][C:3]1[CH:2]=[CH:10][CH:9]=[C:5]([CH:4]=1)[C:6]([C:23]1[N:22]([CH3:27])[C:21]([CH2:28][C:29]([O:31][CH2:32][CH3:33])=[O:30])=[C:20]([C:18]([O:17][CH2:15][CH3:16])=[O:19])[C:24]=1[CH2:25][CH3:26])=[O:7]. (4) Given the reactants C[O-].[Na+].C(OC)(=O)C.[CH3:9][O:10][C:11](=[O:29])[CH:12]=[C:13]1[CH2:18][CH2:17][C:16]([CH3:20])([CH3:19])[CH2:15][CH:14]1[C:21]1[CH:26]=[CH:25][CH:24]=[C:23]([O:27][CH3:28])[CH:22]=1, predict the reaction product. The product is: [CH3:9][O:10][C:11](=[O:29])[CH2:12][C:13]1[CH2:18][CH2:17][C:16]([CH3:20])([CH3:19])[CH2:15][C:14]=1[C:21]1[CH:26]=[CH:25][CH:24]=[C:23]([O:27][CH3:28])[CH:22]=1. (5) Given the reactants [OH:1][C:2]([CH:5]1[CH2:10][CH2:9][N:8]([CH2:11][C:12]2[CH:13]=[CH:14][C:15]([N+:28]([O-:30])=[O:29])=[C:16]([NH:18][C@H:19]3[CH2:24][CH2:23][C@H:22]([C:25]([OH:27])=O)[CH2:21][CH2:20]3)[CH:17]=2)[CH2:7][CH2:6]1)([CH3:4])[CH3:3].C1N=C[N:33](C(N2C=NC=C2)=O)C=1.[OH-].[NH4+], predict the reaction product. The product is: [OH:1][C:2]([CH:5]1[CH2:6][CH2:7][N:8]([CH2:11][C:12]2[CH:13]=[CH:14][C:15]([N+:28]([O-:30])=[O:29])=[C:16]([NH:18][C@H:19]3[CH2:20][CH2:21][C@H:22]([C:25]([NH2:33])=[O:27])[CH2:23][CH2:24]3)[CH:17]=2)[CH2:9][CH2:10]1)([CH3:4])[CH3:3]. (6) The product is: [CH3:37][N:36]1[C:32]([CH:28]2[CH2:27][N:26]([CH2:39][C:40]#[N:41])[CH2:25][C:24]3[CH:23]=[CH:22][C:21]([NH:11][C:10]4[CH:12]=[CH:13][C:7]([N:3]5[CH:4]=[CH:5][N:6]=[C:2]5[CH3:1])=[CH:8][CH:9]=4)=[N:31][C:30]=3[O:29]2)=[CH:33][C:34]([CH3:38])=[N:35]1. Given the reactants [CH3:1][C:2]1[N:3]([C:7]2[CH:13]=[CH:12][C:10]([NH2:11])=[CH:9][CH:8]=2)[CH:4]=[CH:5][N:6]=1.C(=O)([O-])[O-].[Cs+].[Cs+].Cl[C:21]1[CH:22]=[CH:23][C:24]2[CH2:25][N:26]([CH2:39][C:40]#[N:41])[CH2:27][CH:28]([C:32]3[N:36]([CH3:37])[N:35]=[C:34]([CH3:38])[CH:33]=3)[O:29][C:30]=2[N:31]=1, predict the reaction product.